Dataset: Forward reaction prediction with 1.9M reactions from USPTO patents (1976-2016). Task: Predict the product of the given reaction. (1) Given the reactants Cl[C:2]1[N:7]=[C:6]([NH:8][C:9]2[CH:10]=[CH:11][C:12]3[O:13][C:14]([CH3:21])([CH3:20])[C:15](=[O:19])[NH:16][C:17]=3[N:18]=2)[C:5]([F:22])=[CH:4][N:3]=1.[CH3:23][O:24][C:25]1[CH:26]=[C:27]([CH:29]=[C:30]([O:34][CH3:35])[C:31]=1[O:32][CH3:33])[NH2:28].O.[OH-].[Na+], predict the reaction product. The product is: [F:22][C:5]1[C:6]([NH:8][C:9]2[CH:10]=[CH:11][C:12]3[O:13][C:14]([CH3:21])([CH3:20])[C:15](=[O:19])[NH:16][C:17]=3[N:18]=2)=[N:7][C:2]([NH:28][C:27]2[CH:29]=[C:30]([O:34][CH3:35])[C:31]([O:32][CH3:33])=[C:25]([O:24][CH3:23])[CH:26]=2)=[N:3][CH:4]=1. (2) Given the reactants [C:1]([C:5]1[CH:10]=[CH:9][C:8]([C:11]2[N:16]=[CH:15][C:14]([CH3:17])=[CH:13][N:12]=2)=[CH:7][CH:6]=1)([CH3:4])([CH3:3])[CH3:2].[Br:18]N1C(=O)CCC1=O.N(C(C)(C)C#N)=NC(C)(C)C#N, predict the reaction product. The product is: [Br:18][CH2:17][C:14]1[CH:15]=[N:16][C:11]([C:8]2[CH:7]=[CH:6][C:5]([C:1]([CH3:4])([CH3:3])[CH3:2])=[CH:10][CH:9]=2)=[N:12][CH:13]=1.